From a dataset of Forward reaction prediction with 1.9M reactions from USPTO patents (1976-2016). Predict the product of the given reaction. (1) Given the reactants [F:1][C:2]([F:17])([F:16])[C:3]1[C:11]2[CH2:10][CH2:9][CH2:8][CH2:7][C:6]=2[N:5]([CH2:12][C:13]([OH:15])=O)[N:4]=1.F[P-](F)(F)(F)(F)F.N1(OC(N(C)C)=[N+](C)C)C2N=CC=CC=2N=N1.CCN(C(C)C)C(C)C.[C:51]([O:55][C:56]([C:58]1[C:59]2[CH2:67][CH2:66][CH2:65][CH2:64][C:60]=2[S:61][C:62]=1[NH2:63])=[O:57])([CH3:54])([CH3:53])[CH3:52], predict the reaction product. The product is: [C:51]([O:55][C:56]([C:58]1[C:59]2[CH2:67][CH2:66][CH2:65][CH2:64][C:60]=2[S:61][C:62]=1[NH:63][C:13](=[O:15])[CH2:12][N:5]1[C:6]2[CH2:7][CH2:8][CH2:9][CH2:10][C:11]=2[C:3]([C:2]([F:1])([F:17])[F:16])=[N:4]1)=[O:57])([CH3:54])([CH3:52])[CH3:53]. (2) Given the reactants [CH:1]1([C:7]2[CH:8]=[C:9]3[C:14](=[CH:15][CH:16]=2)[CH2:13][N:12]([S:17]([CH2:20][CH:21]([CH:25]([CH3:27])[CH3:26])C(O)=O)(=[O:19])=[O:18])[CH2:11][CH2:10]3)[CH2:6][CH2:5][CH2:4][CH2:3][CH2:2]1.C(Cl)(=O)C(Cl)=[O:30].C[N:35](C)[CH:36]=[O:37], predict the reaction product. The product is: [CH:1]1([C:7]2[CH:8]=[C:9]3[C:14](=[CH:15][CH:16]=2)[CH2:13][N:12]([S:17]([CH2:20][CH:21]([CH:25]([CH3:27])[CH3:26])[C:36]([NH:35][OH:30])=[O:37])(=[O:19])=[O:18])[CH2:11][CH2:10]3)[CH2:2][CH2:3][CH2:4][CH2:5][CH2:6]1. (3) Given the reactants [C:1]([Si:5]([CH3:24])([CH3:23])[O:6][C:7]1[CH:8]=[C:9]([CH2:13][CH2:14][NH:15][CH2:16][CH2:17][CH2:18][CH2:19][CH2:20][CH2:21][CH3:22])[CH:10]=[CH:11][CH:12]=1)([CH3:4])([CH3:3])[CH3:2].[CH3:25][O:26][C:27]1[CH:32]=[C:31]([O:33][CH3:34])[CH:30]=[CH:29][C:28]=1[N:35]=[C:36]=[O:37], predict the reaction product. The product is: [C:1]([Si:5]([CH3:23])([CH3:24])[O:6][C:7]1[CH:8]=[C:9]([CH2:13][CH2:14][N:15]([CH2:16][CH2:17][CH2:18][CH2:19][CH2:20][CH2:21][CH3:22])[C:36]([NH:35][C:28]2[CH:29]=[CH:30][C:31]([O:33][CH3:34])=[CH:32][C:27]=2[O:26][CH3:25])=[O:37])[CH:10]=[CH:11][CH:12]=1)([CH3:3])([CH3:4])[CH3:2].